From a dataset of HIV replication inhibition screening data with 41,000+ compounds from the AIDS Antiviral Screen. Binary Classification. Given a drug SMILES string, predict its activity (active/inactive) in a high-throughput screening assay against a specified biological target. The molecule is COc1ccc(C(=O)C(C(=O)C(=O)Nc2nc3ccc(OC)cc3s2)c2ccc(OC)cc2)cc1. The result is 0 (inactive).